Dataset: Full USPTO retrosynthesis dataset with 1.9M reactions from patents (1976-2016). Task: Predict the reactants needed to synthesize the given product. Given the product [Br:2][C:3]1[C:4]([C@@H:9]([NH:19][C:29](=[O:30])[CH2:28][N:25]2[C:24]3[CH:32]=[C:33]([CH3:34])[C:21]([CH3:20])=[CH:22][C:23]=3[N:27]=[CH:26]2)[CH2:10][C:11]2[CH:12]=[C:13]([F:18])[CH:14]=[C:15]([F:17])[CH:16]=2)=[N:5][CH:6]=[CH:7][CH:8]=1, predict the reactants needed to synthesize it. The reactants are: Cl.[Br:2][C:3]1[C:4]([C@@H:9]([NH2:19])[CH2:10][C:11]2[CH:16]=[C:15]([F:17])[CH:14]=[C:13]([F:18])[CH:12]=2)=[N:5][CH:6]=[CH:7][CH:8]=1.[CH3:20][C:21]1[C:33]([CH3:34])=[CH:32][C:24]2[N:25]([CH2:28][C:29](O)=[O:30])[CH:26]=[N:27][C:23]=2[CH:22]=1.